This data is from Retrosynthesis with 50K atom-mapped reactions and 10 reaction types from USPTO. The task is: Predict the reactants needed to synthesize the given product. Given the product Nc1ccc(C(=O)CN2CCN(Cc3ccccc3)CC2)cc1, predict the reactants needed to synthesize it. The reactants are: O=C(CN1CCN(Cc2ccccc2)CC1)c1ccc([N+](=O)[O-])cc1.